From a dataset of Forward reaction prediction with 1.9M reactions from USPTO patents (1976-2016). Predict the product of the given reaction. (1) Given the reactants [Br:1][C:2]1[CH:3]=[CH:4][C:5]([Cl:12])=[C:6]([S:8](Cl)(=[O:10])=[O:9])[CH:7]=1.N1C=CC=CC=1.[NH2:19][C@H:20]1[CH2:25][CH2:24][C@H:23]([OH:26])[CH2:22][CH2:21]1, predict the reaction product. The product is: [Br:1][C:2]1[CH:3]=[CH:4][C:5]([Cl:12])=[C:6]([S:8]([NH:19][CH:20]2[CH2:25][CH2:24][CH:23]([OH:26])[CH2:22][CH2:21]2)(=[O:10])=[O:9])[CH:7]=1. (2) Given the reactants [F:1][C:2]1[CH:3]=[CH:4][C:5]([CH2:28][CH2:29][C:30]2[CH:35]=[CH:34][C:33]([OH:36])=[CH:32][C:31]=2[CH3:37])=[C:6]([C:8]2[N:13]=[C:12]([N:14]3[C:18]([C:19]([F:22])([F:21])[F:20])=[C:17]([C:23]([O:25][CH2:26][CH3:27])=[O:24])[CH:16]=[N:15]3)[CH:11]=[CH:10][CH:9]=2)[CH:7]=1.C([O-])([O-])=O.[K+].[K+].Br[CH2:45][CH2:46][CH2:47][C:48]([F:51])([F:50])[F:49], predict the reaction product. The product is: [F:1][C:2]1[CH:3]=[CH:4][C:5]([CH2:28][CH2:29][C:30]2[CH:35]=[CH:34][C:33]([O:36][CH2:45][CH2:46][CH2:47][C:48]([F:51])([F:50])[F:49])=[CH:32][C:31]=2[CH3:37])=[C:6]([C:8]2[N:13]=[C:12]([N:14]3[C:18]([C:19]([F:22])([F:20])[F:21])=[C:17]([C:23]([O:25][CH2:26][CH3:27])=[O:24])[CH:16]=[N:15]3)[CH:11]=[CH:10][CH:9]=2)[CH:7]=1.